This data is from Catalyst prediction with 721,799 reactions and 888 catalyst types from USPTO. The task is: Predict which catalyst facilitates the given reaction. (1) The catalyst class is: 18. Product: [Cl:64][C:58]1[CH:59]=[CH:60][C:61]([Cl:63])=[CH:62][C:57]=1[C:56]([N:53]1[CH2:52][CH2:51][N:50]([C:48](=[O:49])[CH2:47][NH:46][C:22]([C:19]2[CH:18]=[C:17]([C:12]3[CH:13]=[CH:14][CH:15]=[CH:16][C:11]=3[OH:10])[NH:21][N:20]=2)=[O:24])[CH2:55][CH2:54]1)=[O:65]. Reactant: CCN(C(C)C)C(C)C.[OH:10][C:11]1[CH:16]=[CH:15][CH:14]=[CH:13][C:12]=1[C:17]1[NH:21][N:20]=[C:19]([C:22]([OH:24])=O)[CH:18]=1.CCN=C=NCCCN(C)C.C1C=CC2N(O)N=NC=2C=1.[NH2:46][CH2:47][C:48]([N:50]1[CH2:55][CH2:54][N:53]([C:56](=[O:65])[C:57]2[CH:62]=[C:61]([Cl:63])[CH:60]=[CH:59][C:58]=2[Cl:64])[CH2:52][CH2:51]1)=[O:49].Cl. (2) Reactant: [C:1]([O:8][CH3:9])(=[O:7])/[CH:2]=[CH:3]\[C:4]([O-])=[O:5].C(Cl)(=O)C([Cl:13])=O. Product: [CH3:9][O:8][C:1](=[O:7])/[CH:2]=[CH:3]\[C:4]([Cl:13])=[O:5]. The catalyst class is: 306. (3) Reactant: C([NH:8][C@H:9]([C:14]([NH:16][C:17]1[CH:18]=[C:19]2[C:27](=[CH:28][CH:29]=1)[C:26]1[S:25][C:24]([C:30]#N)=[N:23][C:22]=1[CH:21]=[CH:20]2)=[O:15])[CH2:10][CH:11]([CH3:13])[CH3:12])(OC(C)(C)C)=O.C1(SC)C=CC=CC=1.FC(F)(F)C(O)=O.O.Cl.[NH2:49][C@@H:50]([C:53]([OH:55])=[O:54])[CH2:51][SH:52].C(=O)([O-])[O-].[K+].[K+]. Product: [NH2:8][C@H:9]([C:14]([NH:16][C:17]1[CH:18]=[C:19]2[C:27](=[CH:28][CH:29]=1)[C:26]1[S:25][C:24]([C:30]3[S:52][CH2:51][CH:50]([C:53]([OH:55])=[O:54])[N:49]=3)=[N:23][C:22]=1[CH:21]=[CH:20]2)=[O:15])[CH2:10][CH:11]([CH3:12])[CH3:13]. The catalyst class is: 2.